Predict the product of the given reaction. From a dataset of Forward reaction prediction with 1.9M reactions from USPTO patents (1976-2016). (1) The product is: [CH2:6]([O:5][C:3]([C:2]1[C:1](=[O:9])[N:23]([CH2:16][C:17]2[CH:18]=[CH:19][CH:20]=[CH:21][CH:22]=2)[C:28]2[C:27]([C:26]=1[OH:25])=[CH:32][C:31]([F:33])=[CH:30][CH:29]=2)=[O:4])[CH3:7]. Given the reactants [C:1]([O:9]CC)(=O)[CH2:2][C:3]([O:5][CH2:6][CH3:7])=[O:4].[H-].[Na+].[H][H].[CH2:16]([N:23]1[C:28]2[CH:29]=[CH:30][C:31]([F:33])=[CH:32][C:27]=2[C:26](=O)[O:25]C1=O)[C:17]1[CH:22]=[CH:21][CH:20]=[CH:19][CH:18]=1.Cl, predict the reaction product. (2) Given the reactants C(N(CC)CC)C.[CH3:8][N:9]([CH3:15])[C@H:10]1[CH2:14][CH2:13][NH:12][CH2:11]1.CS(C)=O.[CH2:20]([O:27][CH2:28][C:29]([C:32]1[O:33][C:34]2[C:35](=[C:37]([C:49]#[N:50])[C:38]([CH3:48])=[C:39]([C:42]3[CH:47]=[CH:46][CH:45]=[CH:44][CH:43]=3)[C:40]=2F)[N:36]=1)([CH3:31])[CH3:30])[C:21]1[CH:26]=[CH:25][CH:24]=[CH:23][CH:22]=1, predict the reaction product. The product is: [CH2:20]([O:27][CH2:28][C:29]([C:32]1[O:33][C:34]2[C:35](=[C:37]([C:49]#[N:50])[C:38]([CH3:48])=[C:39]([C:42]3[CH:47]=[CH:46][CH:45]=[CH:44][CH:43]=3)[C:40]=2[N:12]2[CH2:13][CH2:14][C@H:10]([N:9]([CH3:15])[CH3:8])[CH2:11]2)[N:36]=1)([CH3:31])[CH3:30])[C:21]1[CH:26]=[CH:25][CH:24]=[CH:23][CH:22]=1. (3) Given the reactants [C:1]([O:5][C:6]([N:8]1[C:16]2[C:11](=[CH:12][CH:13]=[C:14]([O:17][Si](C(C)(C)C)(C)C)[CH:15]=2)[C:10]([Br:25])=[C:9]1[C:26]1[C:27]2[S:40][CH:39]=[CH:38][C:28]=2[N:29]([C:31]([O:33][C:34]([CH3:37])([CH3:36])[CH3:35])=[O:32])[N:30]=1)=[O:7])([CH3:4])([CH3:3])[CH3:2].CCCC[N+](CCCC)(CCCC)CCCC.[F-], predict the reaction product. The product is: [C:1]([O:5][C:6]([N:8]1[C:16]2[C:11](=[CH:12][CH:13]=[C:14]([OH:17])[CH:15]=2)[C:10]([Br:25])=[C:9]1[C:26]1[C:27]2[S:40][CH:39]=[CH:38][C:28]=2[N:29]([C:31]([O:33][C:34]([CH3:37])([CH3:36])[CH3:35])=[O:32])[N:30]=1)=[O:7])([CH3:4])([CH3:2])[CH3:3]. (4) Given the reactants [CH2:1]([O:5][CH2:6][CH2:7][CH2:8][Si:9]([O:14]C)([O:12]C)[O:10]C)[CH:2]1[O:4][CH2:3]1, predict the reaction product. The product is: [CH2:1]([O:5][CH2:6][CH2:7][CH2:8][Si:9]([OH:10])([OH:14])[OH:12])[CH:2]1[O:4][CH2:3]1. (5) Given the reactants [CH:1]1([C:4]2[C:5]([N:14]3[CH2:19][CH2:18][N:17](C(OC(C)(C)C)=O)[CH2:16][CH2:15]3)=[C:6]3[C:12]([I:13])=[N:11][NH:10][C:7]3=[N:8][CH:9]=2)[CH2:3][CH2:2]1.[ClH:27], predict the reaction product. The product is: [ClH:27].[CH:1]1([C:4]2[C:5]([N:14]3[CH2:19][CH2:18][NH:17][CH2:16][CH2:15]3)=[C:6]3[C:12]([I:13])=[N:11][NH:10][C:7]3=[N:8][CH:9]=2)[CH2:3][CH2:2]1.